This data is from Full USPTO retrosynthesis dataset with 1.9M reactions from patents (1976-2016). The task is: Predict the reactants needed to synthesize the given product. (1) Given the product [CH3:3][O:4][C:5]([C:7]1[CH:12]([C:13]2[CH:18]=[CH:17][CH:16]=[CH:15][C:14]=2[Cl:19])[C:11]([C:20]([O:22][CH3:23])=[O:21])=[C:10]([CH3:24])[NH:9][C:8]=1[CH2:25][O:26][CH2:27][CH2:28][NH2:29])=[O:6], predict the reactants needed to synthesize it. The reactants are: CN.[CH3:3][O:4][C:5]([C:7]1[CH:12]([C:13]2[CH:18]=[CH:17][CH:16]=[CH:15][C:14]=2[Cl:19])[C:11]([C:20]([O:22][CH3:23])=[O:21])=[C:10]([CH3:24])[NH:9][C:8]=1[CH2:25][O:26][CH2:27][CH2:28][N:29]1C(=O)C2C(=CC=CC=2)C1=O)=[O:6]. (2) Given the product [NH:1]([C:10]([CH3:12])=[CH:9][C:8]([O:14][CH2:15][CH3:16])=[O:13])[C:2]1[CH:7]=[CH:6][CH:5]=[CH:4][CH:3]=1, predict the reactants needed to synthesize it. The reactants are: [NH2:1][C:2]1[CH:7]=[CH:6][CH:5]=[CH:4][CH:3]=1.[C:8]([O:14][CH2:15][CH3:16])(=[O:13])[CH2:9][C:10]([CH3:12])=O.C(O)(=O)C. (3) Given the product [Cl:2][C:3]1[CH:4]=[C:5]([NH:17][C:18]2[C:27]3[C:22](=[CH:23][CH:24]=[CH:25][C:26]=3[O:28][CH2:29][C:30]([NH:70][CH2:69][CH2:68][O:67][CH3:66])=[O:32])[N:21]=[CH:20][N:19]=2)[CH:6]=[CH:7][C:8]=1[O:9][CH2:10][C:11]1[CH:16]=[CH:15][CH:14]=[CH:13][N:12]=1, predict the reactants needed to synthesize it. The reactants are: [Na+].[Cl:2][C:3]1[CH:4]=[C:5]([NH:17][C:18]2[C:27]3[C:22](=[CH:23][CH:24]=[CH:25][C:26]=3[O:28][CH2:29][C:30]([O-:32])=O)[N:21]=[CH:20][N:19]=2)[CH:6]=[CH:7][C:8]=1[O:9][CH2:10][C:11]1[CH:16]=[CH:15][CH:14]=[CH:13][N:12]=1.CN(C(ON1N=NC2C=CC=NC1=2)=[N+](C)C)C.F[P-](F)(F)(F)(F)F.CCN(C(C)C)C(C)C.[CH3:66][O:67][CH2:68][CH2:69][NH2:70]. (4) Given the product [C:1]([Cl:12])(=[O:9])[C:2]1[CH:7]=[CH:6][CH:5]=[N:4][CH:3]=1, predict the reactants needed to synthesize it. The reactants are: [C:1]([OH:9])(=O)[C:2]1[CH:7]=[CH:6][CH:5]=[N:4][CH:3]=1.S(Cl)([Cl:12])=O. (5) Given the product [NH2:1][C:2]1[C:7]([Br:8])=[C:6]([NH:9][CH2:10][C:11]#[CH:12])[N:5]=[C:4]([N:13]2[CH:17]=[C:16]([C:18]([OH:20])=[O:19])[CH:15]=[N:14]2)[N:3]=1, predict the reactants needed to synthesize it. The reactants are: [NH2:1][C:2]1[C:7]([Br:8])=[C:6]([NH:9][CH2:10][C:11]#[CH:12])[N:5]=[C:4]([N:13]2[CH:17]=[C:16]([C:18]([O:20]CC)=[O:19])[CH:15]=[N:14]2)[N:3]=1.NC1C(Br)=C(Cl)N=C(N2C=C(C(OCC)=O)C=N2)N=1.C(N)C#C.[OH-].[Na+]. (6) Given the product [OH:21][CH2:16][CH2:15][CH2:14][C:6]1[CH:5]=[C:4]([CH:9]=[C:8]([O:10][CH3:11])[C:7]=1[O:12][CH3:13])[C:3]([OH:2])=[O:17], predict the reactants needed to synthesize it. The reactants are: C[O:2][C:3](=[O:17])[C:4]1[CH:9]=[C:8]([O:10][CH3:11])[C:7]([O:12][CH3:13])=[C:6]([CH2:14][CH:15]=[CH2:16])[CH:5]=1.S(C)C.[OH-:21].[Na+].OO. (7) The reactants are: [CH3:1][O:2][C:3](=[O:11])[CH2:4][N:5]1[CH:9]=[C:8]([NH2:10])[N:7]=[CH:6]1.[F:12][C:13]1[CH:14]=[C:15]([CH2:20][C:21]([NH:23][CH:24]([CH2:28][CH2:29][CH3:30])[C:25](O)=[O:26])=[O:22])[CH:16]=[C:17]([F:19])[CH:18]=1. Given the product [CH3:1][O:2][C:3](=[O:11])[CH2:4][N:5]1[CH:9]=[C:8]([NH:10][C:25](=[O:26])[CH:24]([NH:23][C:21](=[O:22])[CH2:20][C:15]2[CH:16]=[C:17]([F:19])[CH:18]=[C:13]([F:12])[CH:14]=2)[CH2:28][CH2:29][CH3:30])[N:7]=[CH:6]1, predict the reactants needed to synthesize it.